This data is from Catalyst prediction with 721,799 reactions and 888 catalyst types from USPTO. The task is: Predict which catalyst facilitates the given reaction. The catalyst class is: 4. Product: [F:10][C:7]([F:8])([F:9])[C:6]([N:24]1[CH2:25][CH2:26][N:21]([C:16]2[CH:17]=[CH:18][CH:19]=[CH:20][C:15]=2[CH3:27])[CH2:22][CH2:23]1)=[O:11]. Reactant: [F:8][C:7]([F:10])([F:9])[C:6](O[C:6](=[O:11])[C:7]([F:10])([F:9])[F:8])=[O:11].[Cl-].[C:15]1([CH3:27])[CH:20]=[CH:19][CH:18]=[CH:17][C:16]=1[NH+:21]1[CH2:26][CH2:25][NH2+:24][CH2:23][CH2:22]1.[Cl-].